This data is from Reaction yield outcomes from USPTO patents with 853,638 reactions. The task is: Predict the reaction yield, written as a fraction of the theoretical maximum amount of product (1.0 means a 100% yield; for example, 0.34 means a 34% yield). (1) The reactants are C[O:2][C:3](=[O:36])[CH:4]([C:26]1[C:34]2[C:29](=[CH:30][CH:31]=[CH:32][CH:33]=2)[N:28]([CH3:35])[CH:27]=1)[CH2:5][C:6]1[CH:10]=[C:9]([C:11]2[CH:16]=[CH:15][C:14]([CH3:17])=[CH:13][CH:12]=2)[N:8]([C:18]2[CH:23]=[CH:22][C:21]([O:24][CH3:25])=[CH:20][CH:19]=2)[N:7]=1.[Li+].[OH-]. No catalyst specified. The product is [CH3:25][O:24][C:21]1[CH:20]=[CH:19][C:18]([N:8]2[C:9]([C:11]3[CH:16]=[CH:15][C:14]([CH3:17])=[CH:13][CH:12]=3)=[CH:10][C:6]([CH2:5][CH:4]([C:26]3[C:34]4[C:29](=[CH:30][CH:31]=[CH:32][CH:33]=4)[N:28]([CH3:35])[CH:27]=3)[C:3]([OH:36])=[O:2])=[N:7]2)=[CH:23][CH:22]=1. The yield is 0.490. (2) The reactants are [I:1][C:2]1[CH:9]=[CH:8][C:5]([CH2:6][OH:7])=[CH:4][CH:3]=1.[H-].[Na+].[Br:12][C:13]1[CH:20]=[CH:19][C:16]([CH2:17]Br)=[CH:15][CH:14]=1. The catalyst is CN(C=O)C.[I-].C([N+](CCCC)(CCCC)CCCC)CCC. The product is [Br:12][C:13]1[CH:20]=[CH:19][C:16]([CH2:17][O:7][CH2:6][C:5]2[CH:8]=[CH:9][C:2]([I:1])=[CH:3][CH:4]=2)=[CH:15][CH:14]=1. The yield is 0.510. (3) The reactants are CCN(C(C)C)C(C)C.[F:10][C:11]([F:28])([F:27])[O:12][C:13]1[CH:14]=[CH:15][CH:16]=[C:17]2[C:22]=1[O:21][C:20](=[O:23])[C:19]([C:24]([OH:26])=O)=[CH:18]2.CN(C(ON1N=NC2C=CC=NC1=2)=[N+](C)C)C.F[P-](F)(F)(F)(F)F.[CH3:53][O:54][C:55]1[CH:56]=[C:57]2[C:62](=[CH:63][CH:64]=1)[CH:61]=[C:60]([C:65]1[CH:66]=[C:67]([NH2:71])[CH:68]=[CH:69][CH:70]=1)[CH:59]=[CH:58]2. The catalyst is CN(C=O)C. The product is [CH3:53][O:54][C:55]1[CH:56]=[C:57]2[C:62](=[CH:63][CH:64]=1)[CH:61]=[C:60]([C:65]1[CH:66]=[C:67]([NH:71][C:24]([C:19]3[C:20](=[O:23])[O:21][C:22]4[C:17]([CH:18]=3)=[CH:16][CH:15]=[CH:14][C:13]=4[O:12][C:11]([F:10])([F:28])[F:27])=[O:26])[CH:68]=[CH:69][CH:70]=1)[CH:59]=[CH:58]2. The yield is 0.490. (4) The reactants are [NH2:1][C:2]1[NH:6][N:5]=[C:4]([NH:7][C:8]2[CH:9]=[N:10][CH:11]=[CH:12][CH:13]=2)[C:3]=1[C:14]([NH2:16])=[O:15].[Cl:17][C:18]1[CH:25]=[CH:24][C:21]([CH:22]=O)=[CH:20][CH:19]=1.N1CCCCC1. The catalyst is C(O)C. The product is [Cl:17][C:18]1[CH:25]=[CH:24][C:21]([CH:22]=[N:1][C:2]2[NH:6][N:5]=[C:4]([NH:7][C:8]3[CH:9]=[N:10][CH:11]=[CH:12][CH:13]=3)[C:3]=2[C:14]([NH2:16])=[O:15])=[CH:20][CH:19]=1. The yield is 0.550. (5) The reactants are [O:1]1[CH2:5][CH2:4][CH:3]([O:6][CH2:7][CH2:8][O:9][C:10]2[CH:15]=[CH:14][C:13]([NH2:16])=[CH:12][CH:11]=2)[CH2:2]1.Cl[C:18]1[C:23]([N+:24]([O-:26])=[O:25])=[CH:22][N:21]=[C:20]([O:27][CH3:28])[CH:19]=1. No catalyst specified. The product is [CH3:28][O:27][C:20]1[CH:19]=[C:18]([NH:16][C:13]2[CH:12]=[CH:11][C:10]([O:9][CH2:8][CH2:7][O:6][CH:3]3[CH2:4][CH2:5][O:1][CH2:2]3)=[CH:15][CH:14]=2)[C:23]([N+:24]([O-:26])=[O:25])=[CH:22][N:21]=1. The yield is 0.900. (6) The product is [ClH:4].[CH3:5][C:8]1([NH2:18])[CH2:13][C:12]([CH3:15])([CH3:14])[CH2:11][C:10]([CH3:16])=[CH:9]1. The reactants are [N-]=[N+]=[N-].[ClH:4].[CH2:5]([C:8]1([NH2:18])[CH2:13][C:12]([CH3:15])([CH3:14])[CH2:11][C:10](C)([CH3:16])[CH2:9]1)C=C. No catalyst specified. The yield is 0.600. (7) The product is [F:17][C:10]1[C:9]([F:18])=[C:8]([C:5]2[CH:6]=[N:7][C:2]3[N:3]([C:20]([C:30]4([C:33]5[CH:34]=[C:35]6[C:40](=[CH:41][CH:42]=5)[N:39]=[CH:38][CH:37]=[CH:36]6)[CH2:32][CH2:31]4)=[CH:21][N:1]=3)[CH:4]=2)[CH:16]=[CH:15][C:11]=1[C:12]([OH:14])=[O:13]. The yield is 0.400. The catalyst is C(O)C. The reactants are [NH2:1][C:2]1[N:7]=[CH:6][C:5]([C:8]2[CH:16]=[CH:15][C:11]([C:12]([OH:14])=[O:13])=[C:10]([F:17])[C:9]=2[F:18])=[CH:4][N:3]=1.Cl[CH:20]([C:30]1([C:33]2[CH:34]=[C:35]3[C:40](=[CH:41][CH:42]=2)[N:39]=[CH:38][CH:37]=[CH:36]3)[CH2:32][CH2:31]1)[CH:21](N1C(=O)CCC1=O)O.